From a dataset of Forward reaction prediction with 1.9M reactions from USPTO patents (1976-2016). Predict the product of the given reaction. Given the reactants [CH3:1][O:2][C:3]1[CH:8]=[CH:7][C:6]([C:9]([C:36]2[CH:41]=[CH:40][C:39]([O:42][CH3:43])=[CH:38][CH:37]=2)([C:30]2[CH:35]=[CH:34][CH:33]=[CH:32][CH:31]=2)[O:10][CH2:11][CH2:12][CH2:13][C:14]([C:23]2[CH:28]=[CH:27][C:26]([Cl:29])=[CH:25][CH:24]=2)([C:16]2[CH:21]=[CH:20][C:19]([Cl:22])=[CH:18][CH:17]=2)[OH:15])=[CH:5][CH:4]=1.[H-].[Na+].[C:46](N1C=CN=C1)(N1C=CN=C1)=[O:47].Cl.[NH2:59][CH2:60][C@H:61]1[O:65][C@@H:64]([N:66]2[C:75]3[N:74]=[CH:73][N:72]=[C:70]([OH:71])[C:69]=3[N:68]=[CH:67]2)[CH2:63][C@@H:62]1[OH:76], predict the reaction product. The product is: [OH:76][C@@H:62]1[CH2:63][C@H:64]([N:66]2[CH:67]=[N:68][C:69]3[C:70](=[O:71])[NH:72][CH:73]=[N:74][C:75]2=3)[O:65][C@@H:61]1[CH2:60][NH:59][C:46](=[O:47])[O:15][C:14]([C:16]1[CH:21]=[CH:20][C:19]([Cl:22])=[CH:18][CH:17]=1)([C:23]1[CH:28]=[CH:27][C:26]([Cl:29])=[CH:25][CH:24]=1)[CH2:13][CH2:12][CH2:11][O:10][C:9]([C:36]1[CH:37]=[CH:38][C:39]([O:42][CH3:43])=[CH:40][CH:41]=1)([C:6]1[CH:7]=[CH:8][C:3]([O:2][CH3:1])=[CH:4][CH:5]=1)[C:30]1[CH:35]=[CH:34][CH:33]=[CH:32][CH:31]=1.